Dataset: Catalyst prediction with 721,799 reactions and 888 catalyst types from USPTO. Task: Predict which catalyst facilitates the given reaction. (1) Reactant: C1(P(C2C=CC=CC=2)C2C=CC=CC=2)C=CC=CC=1.O[CH2:21][CH2:22][CH2:23][C:24]1[CH:29]=[CH:28][N:27]=[CH:26][C:25]=1[C:30]1[NH:31][C:32](=[O:48])[C:33]([C:42]2[S:43][CH:44]=[C:45]([CH3:47])[N:46]=2)=[CH:34][C:35]=1[C:36]1[CH:41]=[CH:40][N:39]=[CH:38][CH:37]=1.N(C(OCC)=O)=NC(OCC)=O.O. Product: [CH3:47][C:45]1[N:46]=[C:42]([C:33]2[C:32](=[O:48])[N:31]3[CH2:21][CH2:22][CH2:23][C:24]4[CH:29]=[CH:28][N:27]=[CH:26][C:25]=4[C:30]3=[C:35]([C:36]3[CH:41]=[CH:40][N:39]=[CH:38][CH:37]=3)[CH:34]=2)[S:43][CH:44]=1. The catalyst class is: 1. (2) Reactant: C[O:2][C:3]([C:5]1[CH:13]=[C:12]2[C:8]([C:9]([CH:39]3[CH2:44][CH2:43][CH2:42][CH2:41][CH2:40]3)=[C:10]([C:23]3[CH:24]=[C:25]4[C:30](=[CH:31][CH:32]=3)[N:29]=[CH:28][C:27]([C:33]3[CH:38]=[CH:37][CH:36]=[CH:35][CH:34]=3)=[CH:26]4)[N:11]2[CH2:14][C:15]([N:17]2[CH2:22][CH2:21][O:20][CH2:19][CH2:18]2)=[O:16])=[CH:7][CH:6]=1)=[O:4].[OH-].[Na+].Cl. Product: [CH:39]1([C:9]2[C:8]3[C:12](=[CH:13][C:5]([C:3]([OH:4])=[O:2])=[CH:6][CH:7]=3)[N:11]([CH2:14][C:15]([N:17]3[CH2:22][CH2:21][O:20][CH2:19][CH2:18]3)=[O:16])[C:10]=2[C:23]2[CH:24]=[C:25]3[C:30](=[CH:31][CH:32]=2)[N:29]=[CH:28][C:27]([C:33]2[CH:38]=[CH:37][CH:36]=[CH:35][CH:34]=2)=[CH:26]3)[CH2:44][CH2:43][CH2:42][CH2:41][CH2:40]1. The catalyst class is: 8. (3) The catalyst class is: 1. Product: [Cl:24][C:21]1[CH:22]=[CH:23][C:18]([N:3]2[C:4](=[O:17])[C:5]3[S:10][CH:9]=[C:8]([C:11]4[CH:16]=[CH:15][CH:14]=[CH:13][CH:12]=4)[C:6]=3[N:7]=[C:2]2[N:26]([CH3:27])[CH3:25])=[CH:19][CH:20]=1. Reactant: Cl[CH:2]1[NH:7][C:6]2[C:8]([C:11]3[CH:16]=[CH:15][CH:14]=[CH:13][CH:12]=3)=[CH:9][S:10][C:5]=2[C:4](=[O:17])[N:3]1[C:18]1[CH:23]=[CH:22][C:21]([Cl:24])=[CH:20][CH:19]=1.[CH3:25][NH:26][CH3:27].C(N(C(C)C)CC)(C)C. (4) Reactant: [CH2:1]([N:8]1[C:16]2[C:15](=[O:17])[NH:14][C:13](=[O:18])[N:12]([CH3:19])[C:11]=2[C:10]([C:20]#[N:21])=[C:9]1[Br:22])[C:2]1[CH:7]=[CH:6][CH:5]=[CH:4][CH:3]=1.C(=O)([O-])[O-].[K+].[K+].Br[CH2:30][C:31]([C:33]1[CH:38]=[CH:37][CH:36]=[C:35]([O:39][CH3:40])[CH:34]=1)=[O:32].C(Cl)Cl. Product: [CH2:1]([N:8]1[C:16]2[C:15](=[O:17])[N:14]([CH2:30][C:31]([C:33]3[CH:38]=[CH:37][CH:36]=[C:35]([O:39][CH3:40])[CH:34]=3)=[O:32])[C:13](=[O:18])[N:12]([CH3:19])[C:11]=2[C:10]([C:20]#[N:21])=[C:9]1[Br:22])[C:2]1[CH:7]=[CH:6][CH:5]=[CH:4][CH:3]=1. The catalyst class is: 3. (5) Reactant: [Cl:1][C:2]1[CH:10]=[C:9]2[C:5]([C:6]([C:12]3[N:13]=[C:14]4[C:20]([C:21]([OH:23])=O)=[CH:19][N:18]([CH2:24][O:25][CH2:26][CH2:27][Si:28]([CH3:31])([CH3:30])[CH3:29])[C:15]4=[N:16][CH:17]=3)=[N:7][N:8]2[CH3:11])=[CH:4][CH:3]=1.Cl.Cl.[CH3:34][N:35]1[CH:39]=[CH:38][N:37]=[C:36]1[CH:40]([NH2:42])[CH3:41].CN(C(ON1N=NC2C=CC=CC1=2)=[N+](C)C)C.F[P-](F)(F)(F)(F)F.C1C=CC2N(O)N=NC=2C=1.CCN(C(C)C)C(C)C. The catalyst class is: 329. Product: [CH3:34][N:35]1[CH:39]=[CH:38][N:37]=[C:36]1[CH:40]([NH:42][C:21]([C:20]1[C:14]2[C:15](=[N:16][CH:17]=[C:12]([C:6]3[C:5]4[C:9](=[CH:10][C:2]([Cl:1])=[CH:3][CH:4]=4)[N:8]([CH3:11])[N:7]=3)[N:13]=2)[N:18]([CH2:24][O:25][CH2:26][CH2:27][Si:28]([CH3:31])([CH3:30])[CH3:29])[CH:19]=1)=[O:23])[CH3:41]. (6) Reactant: [CH3:1][O:2][C:3]1[CH:8]=[CH:7][C:6]([CH2:9][C:10](=[O:14])[CH2:11][C:12]#[N:13])=[CH:5][C:4]=1[O:15][CH2:16][CH2:17][O:18][CH3:19].[CH3:20][N:21]([CH:23]=O)[CH3:22].C[C:20]([N:21]([CH3:23])[CH3:22])=O.[CH3:31][O:32][C:33]1[CH:34]=[C:35]([CH:38]=[CH:39][C:40]=1[O:41][CH3:42])CN. Product: [CH3:31][O:32][C:33]1[CH:34]=[C:35]([CH:38]=[CH:39][C:40]=1[O:41][CH3:42])[CH2:23][N:21]1[CH:20]=[C:9]([C:6]2[CH:7]=[CH:8][C:3]([O:2][CH3:1])=[C:4]([O:15][CH2:16][CH2:17][O:18][CH3:19])[CH:5]=2)[C:10](=[O:14])[C:11]([C:12]#[N:13])=[CH:22]1. The catalyst class is: 575.